This data is from Forward reaction prediction with 1.9M reactions from USPTO patents (1976-2016). The task is: Predict the product of the given reaction. (1) Given the reactants Cl.[OH:2][C:3]1[C:4](=[O:10])[CH:5]=[C:6]([CH3:9])[NH:7][CH:8]=1.C(=O)([O-])[O-].[K+].[K+].C(=O)=O.[F:20][C:21]([F:27])([F:26])[CH:22](OC)[OH:23], predict the reaction product. The product is: [OH:2][C:3]1[C:4](=[O:10])[CH:5]=[C:6]([CH3:9])[NH:7][C:8]=1[CH:22]([OH:23])[C:21]([F:27])([F:26])[F:20]. (2) Given the reactants ON1[C:6](=[O:7])[CH2:5][CH2:4][C:3]1=O.[CH:9]1[CH2:16]CCCC[CH2:11][CH:10]=1.C(=O)=O.O=O, predict the reaction product. The product is: [CH:11]12[O:7][CH:6]1[CH2:5][CH2:4][CH2:3][CH2:16][CH2:9][CH2:10]2. (3) The product is: [N:9]1([C:13]([C:15]2[N:16]=[CH:17][C:18]([O:21][C:22]3[CH:23]=[C:24]([CH:28]=[C:29]([O:31][C@H:32]([CH3:36])[CH2:33][O:34][CH3:35])[CH:30]=3)[C:25]([NH:37][C:38]3[CH:43]=[N:42][C:41]([CH3:44])=[CH:40][N:39]=3)=[O:27])=[N:19][CH:20]=2)=[O:14])[CH2:12][CH2:11][CH2:10]1. Given the reactants ClC(N(C)C)=C(C)C.[N:9]1([C:13]([C:15]2[N:16]=[CH:17][C:18]([O:21][C:22]3[CH:23]=[C:24]([CH:28]=[C:29]([O:31][C@H:32]([CH3:36])[CH2:33][O:34][CH3:35])[CH:30]=3)[C:25]([OH:27])=O)=[N:19][CH:20]=2)=[O:14])[CH2:12][CH2:11][CH2:10]1.[NH2:37][C:38]1[CH:43]=[N:42][C:41]([CH3:44])=[CH:40][N:39]=1.N1C=CC=CC=1, predict the reaction product. (4) Given the reactants C([Li])CCC.[Cl:6][C:7]1[C:16]2[C:11](=[CH:12][CH:13]=[C:14](I)[CH:15]=2)[N:10]=[C:9]([O:18][CH3:19])[C:8]=1[CH2:20][CH:21]1[CH2:23][CH2:22]1.[CH3:24][C:25]1[C:30]([C:31]([C:33]2[N:37]([CH3:38])[N:36]=[N:35][CH:34]=2)=[O:32])=[CH:29][CH:28]=[C:27]([CH3:39])[N:26]=1, predict the reaction product. The product is: [Cl:6][C:7]1[C:16]2[C:11](=[CH:12][CH:13]=[C:14]([C:31]([C:30]3[C:25]([CH3:24])=[N:26][C:27]([CH3:39])=[CH:28][CH:29]=3)([C:33]3[N:37]([CH3:38])[N:36]=[N:35][CH:34]=3)[OH:32])[CH:15]=2)[N:10]=[C:9]([O:18][CH3:19])[C:8]=1[CH2:20][CH:21]1[CH2:23][CH2:22]1. (5) Given the reactants [C:1]([C:3]1[O:4][C:5]2[CH:11]=[CH:10][C:9]([C:12]([O:14]C)=[O:13])=[CH:8][C:6]=2[CH:7]=1)#[N:2].C[OH:17], predict the reaction product. The product is: [NH2:2][C:1]([C:3]1[O:4][C:5]2[CH:11]=[CH:10][C:9]([C:12]([OH:14])=[O:13])=[CH:8][C:6]=2[CH:7]=1)=[O:17]. (6) Given the reactants [NH:1]1[CH2:10][CH2:9][CH:4]([C:5]([O:7]C)=O)[CH2:3][CH2:2]1.[H-].[H-].[H-].[H-].[Li+].[Al+3].O.[OH-].[Na+].[CH2:20]1COC[CH2:21]1, predict the reaction product. The product is: [CH2:20]([N:1]1[CH2:2][CH2:3][CH:4]([CH2:5][OH:7])[CH2:9][CH2:10]1)[CH3:21]. (7) Given the reactants [CH3:1][C:2]1[O:3][C:4]2[CH:11]=[CH:10][C:9]([N+:12]([O-])=O)=[CH:8][C:5]=2[C:6]=1[CH3:7], predict the reaction product. The product is: [CH3:1][C:2]1[O:3][C:4]2[CH:11]=[CH:10][C:9]([NH2:12])=[CH:8][C:5]=2[C:6]=1[CH3:7].